Dataset: Full USPTO retrosynthesis dataset with 1.9M reactions from patents (1976-2016). Task: Predict the reactants needed to synthesize the given product. (1) The reactants are: C([O:8][C:9]1[CH:46]=[CH:45][C:12]([O:13][CH2:14][C@@H:15]([OH:44])[CH2:16][NH:17][CH2:18][CH2:19][C:20]2[CH:43]=[CH:42][C:23]([NH:24][CH:25]3[CH2:30][CH2:29][N:28]([C:31]([NH:33][CH2:34][CH2:35][CH2:36][CH2:37][CH2:38][CH2:39][CH2:40][CH3:41])=[O:32])[CH2:27][CH2:26]3)=[CH:22][CH:21]=2)=[CH:11][CH:10]=1)C1C=CC=CC=1.[H][H].[CH2:49]([OH:51])[CH3:50]. Given the product [CH2:34]([NH:33][C:31]([N:28]1[CH2:27][CH2:26][CH:25]([N:24]([C:49](=[O:51])[CH3:50])[C:23]2[CH:42]=[CH:43][C:20]([CH2:19][CH2:18][NH:17][CH2:16][C@H:15]([OH:44])[CH2:14][O:13][C:12]3[CH:11]=[CH:10][C:9]([OH:8])=[CH:46][CH:45]=3)=[CH:21][CH:22]=2)[CH2:30][CH2:29]1)=[O:32])[CH2:35][CH2:36][CH2:37][CH2:38][CH2:39][CH2:40][CH3:41], predict the reactants needed to synthesize it. (2) Given the product [CH3:1][O:2][CH2:3][CH2:4][O:5][C:6]1[C:7]([C:22]([F:23])([F:24])[F:25])=[CH:8][C:9]([C:27]2[C:32]([CH3:33])=[C:31]([C:34]([F:36])([F:37])[F:35])[N:30]=[CH:29][N:28]=2)=[C:10]([CH:12]=1)[NH2:11], predict the reactants needed to synthesize it. The reactants are: [CH3:1][O:2][CH2:3][CH2:4][O:5][C:6]1[C:7]([C:22]([F:25])([F:24])[F:23])=[CH:8][C:9](B2OC(C)(C)C(C)(C)O2)=[C:10]([CH:12]=1)[NH2:11].Cl[C:27]1[C:32]([CH3:33])=[C:31]([C:34]([F:37])([F:36])[F:35])[N:30]=[CH:29][N:28]=1.C(=O)([O-])[O-].[K+].[K+].